This data is from Forward reaction prediction with 1.9M reactions from USPTO patents (1976-2016). The task is: Predict the product of the given reaction. (1) Given the reactants [Cl:1][C:2]1[N:11]=[C:10](Cl)[C:9]2[C:4](=[CH:5][C:6]([N:13]3[CH2:18][CH2:17][O:16][CH2:15][CH2:14]3)=[CH:7][CH:8]=2)[N:3]=1.[NH:19]1[CH2:24][CH2:23][CH2:22][CH2:21][CH2:20]1, predict the reaction product. The product is: [Cl:1][C:2]1[N:11]=[C:10]([N:19]2[CH2:24][CH2:23][CH2:22][CH2:21][CH2:20]2)[C:9]2[C:4](=[CH:5][C:6]([N:13]3[CH2:18][CH2:17][O:16][CH2:15][CH2:14]3)=[CH:7][CH:8]=2)[N:3]=1. (2) Given the reactants C1(P(C2C=CC=CC=2)C2C=CC=CC=2)C=CC=CC=1.BrN1C(=O)CCC1=O.[CH:28]1([CH2:33][CH:34]([C:38]2[CH:43]=[CH:42][C:41]([S:44]([CH2:47][CH3:48])(=[O:46])=[O:45])=[CH:40][CH:39]=2)[C:35]([OH:37])=O)[CH2:32][CH2:31][CH2:30][CH2:29]1.[NH2:49][C:50]1[CH:55]=[CH:54][CH:53]=[CH:52][N:51]=1, predict the reaction product. The product is: [CH:28]1([CH2:33][CH:34]([C:38]2[CH:43]=[CH:42][C:41]([S:44]([CH2:47][CH3:48])(=[O:46])=[O:45])=[CH:40][CH:39]=2)[C:35]([NH:49][C:50]2[CH:55]=[CH:54][CH:53]=[CH:52][N:51]=2)=[O:37])[CH2:29][CH2:30][CH2:31][CH2:32]1. (3) Given the reactants [CH2:1]([C@@H:8]1[C@@H:16]([O:17][Si](C(C)C)(C(C)C)C(C)C)[C@H:15]([CH3:28])[O:14][C:13](=[O:29])[C@@H:12]([N:30]([C:38]([O:40][C:41]([CH3:44])([CH3:43])[CH3:42])=[O:39])[C:31](=[O:37])[O:32][C:33]([CH3:36])([CH3:35])[CH3:34])[CH2:11][O:10][CH2:9]1)[C:2]1[CH:7]=[CH:6][CH:5]=[CH:4][CH:3]=1.[F-].C([N+](CCCC)(CCCC)CCCC)CCC.[Cl-].[Na+], predict the reaction product. The product is: [CH2:1]([C@@H:8]1[C@@H:16]([OH:17])[C@H:15]([CH3:28])[O:14][C:13](=[O:29])[C@@H:12]([N:30]([C:31]([O:32][C:33]([CH3:34])([CH3:36])[CH3:35])=[O:37])[C:38](=[O:39])[O:40][C:41]([CH3:44])([CH3:42])[CH3:43])[CH2:11][O:10][CH2:9]1)[C:2]1[CH:3]=[CH:4][CH:5]=[CH:6][CH:7]=1.